Dataset: NCI-60 drug combinations with 297,098 pairs across 59 cell lines. Task: Regression. Given two drug SMILES strings and cell line genomic features, predict the synergy score measuring deviation from expected non-interaction effect. (1) Drug 1: CS(=O)(=O)C1=CC(=C(C=C1)C(=O)NC2=CC(=C(C=C2)Cl)C3=CC=CC=N3)Cl. Drug 2: C1CC(=O)NC(=O)C1N2C(=O)C3=CC=CC=C3C2=O. Cell line: HL-60(TB). Synergy scores: CSS=17.3, Synergy_ZIP=8.54, Synergy_Bliss=11.6, Synergy_Loewe=6.05, Synergy_HSA=6.36. (2) Drug 1: CC1CCC2CC(C(=CC=CC=CC(CC(C(=O)C(C(C(=CC(C(=O)CC(OC(=O)C3CCCCN3C(=O)C(=O)C1(O2)O)C(C)CC4CCC(C(C4)OC)O)C)C)O)OC)C)C)C)OC. Drug 2: CC1=C(C(=CC=C1)Cl)NC(=O)C2=CN=C(S2)NC3=CC(=NC(=N3)C)N4CCN(CC4)CCO. Cell line: TK-10. Synergy scores: CSS=9.93, Synergy_ZIP=-1.02, Synergy_Bliss=4.90, Synergy_Loewe=2.61, Synergy_HSA=3.25. (3) Drug 1: CCC1=C2CN3C(=CC4=C(C3=O)COC(=O)C4(CC)O)C2=NC5=C1C=C(C=C5)O. Drug 2: C1CNP(=O)(OC1)N(CCCl)CCCl. Cell line: SK-OV-3. Synergy scores: CSS=25.0, Synergy_ZIP=-6.95, Synergy_Bliss=2.25, Synergy_Loewe=-27.0, Synergy_HSA=-0.125. (4) Drug 1: C1CCN(CC1)CCOC2=CC=C(C=C2)C(=O)C3=C(SC4=C3C=CC(=C4)O)C5=CC=C(C=C5)O. Drug 2: N.N.Cl[Pt+2]Cl. Cell line: SF-539. Synergy scores: CSS=-2.50, Synergy_ZIP=0.641, Synergy_Bliss=-3.61, Synergy_Loewe=-4.15, Synergy_HSA=-4.51.